From a dataset of Reaction yield outcomes from USPTO patents with 853,638 reactions. Predict the reaction yield, written as a fraction of the theoretical maximum amount of product (1.0 means a 100% yield; for example, 0.34 means a 34% yield). (1) The reactants are [CH:1]1([C@@:7]([OH:47])([C:41]2[CH:46]=[CH:45][CH:44]=[CH:43][CH:42]=2)[C:8]2[N:12]=[CH:11][N:10]([CH2:13][CH:14]3[CH2:19][CH2:18][N:17]([CH2:20][CH2:21][C:22]4[CH:27]=[CH:26][C:25]([CH2:28][CH2:29][N:30]5C(=O)C6C(=CC=CC=6)C5=O)=[CH:24][CH:23]=4)[CH2:16][CH2:15]3)[N:9]=2)[CH2:6][CH2:5][CH2:4][CH2:3][CH2:2]1.O.NN. The catalyst is C(O)C. The product is [NH2:30][CH2:29][CH2:28][C:25]1[CH:24]=[CH:23][C:22]([CH2:21][CH2:20][N:17]2[CH2:16][CH2:15][CH:14]([CH2:13][N:10]3[CH:11]=[N:12][C:8]([C@@:7]([CH:41]4[CH2:42][CH2:43][CH2:44][CH2:45][CH2:46]4)([C:1]4[CH:2]=[CH:3][CH:4]=[CH:5][CH:6]=4)[OH:47])=[N:9]3)[CH2:19][CH2:18]2)=[CH:27][CH:26]=1. The yield is 0.810. (2) The product is [F:27][C:24]1[CH:25]=[CH:26][C:21]([C:13]2[C:12]([CH2:11][O:10][C:7]3[CH:8]=[CH:9][C:4]([C:3]([NH:32][CH2:31][CH2:29][OH:30])=[O:28])=[CH:5][N:6]=3)=[C:16]([C:17]([F:18])([F:20])[F:19])[O:15][N:14]=2)=[CH:22][CH:23]=1. The yield is 0.180. No catalyst specified. The reactants are CO[C:3](=[O:28])[C:4]1[CH:9]=[CH:8][C:7]([O:10][CH2:11][C:12]2[C:13]([C:21]3[CH:26]=[CH:25][C:24]([F:27])=[CH:23][CH:22]=3)=[N:14][O:15][C:16]=2[C:17]([F:20])([F:19])[F:18])=[N:6][CH:5]=1.[CH2:29]([CH2:31][NH2:32])[OH:30]. (3) The reactants are [Br:1][C:2]1[CH:3]=[C:4]([CH:8]=[CH:9][C:10]=1[F:11])[C:5]([OH:7])=[O:6].C1C(=O)N([I:19])C(=O)C1. The catalyst is OS(O)(=O)=O. The product is [Br:1][C:2]1[CH:3]=[C:4]([CH:8]=[C:9]([I:19])[C:10]=1[F:11])[C:5]([OH:7])=[O:6]. The yield is 0.847. (4) The reactants are [Cl:1][C:2]1[CH:23]=[C:22]([Cl:24])[CH:21]=[CH:20][C:3]=1[CH2:4][N:5]1[C:13]2[C:8](=[CH:9][CH:10]=[CH:11][CH:12]=2)[C:7]([CH:14]=[N:15][NH:16][C:17](=[S:19])[NH2:18])=[CH:6]1.Br[CH2:26][C:27]([C:29]1[CH:34]=[CH:33][C:32]([Cl:35])=[CH:31][C:30]=1[Cl:36])=O. The catalyst is C1COCC1. The product is [Cl:1][C:2]1[CH:23]=[C:22]([Cl:24])[CH:21]=[CH:20][C:3]=1[CH2:4][N:5]1[C:13]2[C:8](=[CH:9][CH:10]=[CH:11][CH:12]=2)[C:7]([CH:14]=[N:15][NH:16][C:17]2[S:19][CH:26]=[C:27]([C:29]3[CH:34]=[CH:33][C:32]([Cl:35])=[CH:31][C:30]=3[Cl:36])[N:18]=2)=[CH:6]1. The yield is 0.790.